This data is from Catalyst prediction with 721,799 reactions and 888 catalyst types from USPTO. The task is: Predict which catalyst facilitates the given reaction. (1) Reactant: [Cl:1][C:2]1[N:3]=[C:4]([C:9]([NH:11][C:12]2[CH:25]=[CH:24][C:15]3[CH:16]=[C:17]([C:19]([O:21]CC)=[O:20])[S:18][C:14]=3[CH:13]=2)=[O:10])[NH:5][C:6]=1[CH2:7][CH3:8].[OH-].[Li+]. Product: [Cl:1][C:2]1[N:3]=[C:4]([C:9]([NH:11][C:12]2[CH:25]=[CH:24][C:15]3[CH:16]=[C:17]([C:19]([OH:21])=[O:20])[S:18][C:14]=3[CH:13]=2)=[O:10])[NH:5][C:6]=1[CH2:7][CH3:8]. The catalyst class is: 92. (2) Reactant: [C:1]([C:4]1[CH:8]=[C:7]([C:9]2[CH:14]=[CH:13][C:12]([C:15]([F:18])([F:17])[F:16])=[CH:11][CH:10]=2)[S:6][C:5]=1[CH2:19][OH:20])([CH3:3])=[CH2:2]. Product: [CH:1]([C:4]1[CH:8]=[C:7]([C:9]2[CH:14]=[CH:13][C:12]([C:15]([F:17])([F:18])[F:16])=[CH:11][CH:10]=2)[S:6][C:5]=1[CH2:19][OH:20])([CH3:3])[CH3:2]. The catalyst class is: 45.